Dataset: Forward reaction prediction with 1.9M reactions from USPTO patents (1976-2016). Task: Predict the product of the given reaction. (1) Given the reactants [CH3:1][O:2][C:3]1[C:11]2[O:10][C:9]([NH:12][CH:13]3[CH2:18][CH2:17][NH:16][CH2:15][CH2:14]3)=[N:8][C:7]=2[CH:6]=[CH:5][CH:4]=1.[CH2:19]([O:21][C:22]1[CH:23]=[C:24]([CH:27]=[C:28]([O:35][CH2:36][CH3:37])[C:29]=1[N:30]1[CH:34]=[CH:33][CH:32]=[CH:31]1)[CH:25]=O)[CH3:20].C([BH3-])#N.[Na+].C(N(C(C)C)C(C)C)C, predict the reaction product. The product is: [CH2:19]([O:21][C:22]1[CH:23]=[C:24]([CH:27]=[C:28]([O:35][CH2:36][CH3:37])[C:29]=1[N:30]1[CH:34]=[CH:33][CH:32]=[CH:31]1)[CH2:25][N:16]1[CH2:17][CH2:18][CH:13]([NH:12][C:9]2[O:10][C:11]3[C:3]([O:2][CH3:1])=[CH:4][CH:5]=[CH:6][C:7]=3[N:8]=2)[CH2:14][CH2:15]1)[CH3:20]. (2) Given the reactants [CH3:1][C:2]1[NH:3][C:4]2[C:9]([CH:10]=1)=[CH:8][CH:7]=[CH:6][CH:5]=2.C1C(=O)N([Br:18])C(=O)C1, predict the reaction product. The product is: [Br:18][C:10]1[C:9]2[C:4](=[CH:5][CH:6]=[CH:7][CH:8]=2)[NH:3][C:2]=1[CH3:1]. (3) Given the reactants CO[C:3](=[O:20])[C:4]1[CH:9]=[C:8]([C:10]2[CH:15]=[CH:14][N:13]=[N:12][CH:11]=2)[C:7]([CH:16]([CH3:18])[CH3:17])=[CH:6][C:5]=1[NH2:19].ClC([O:24][C:25]1C=CC(Cl)=CC=1)=O.[CH3:32][S:33]([NH:36][NH2:37])(=[O:35])=[O:34].CCN(C(C)C)C(C)C, predict the reaction product. The product is: [CH:16]([C:7]1[CH:6]=[C:5]2[C:4]([C:3](=[O:20])[N:37]([NH:36][S:33]([CH3:32])(=[O:35])=[O:34])[C:25](=[O:24])[NH:19]2)=[CH:9][C:8]=1[C:10]1[CH:15]=[CH:14][N:13]=[N:12][CH:11]=1)([CH3:17])[CH3:18]. (4) Given the reactants [N+:1]([C:4]1[CH:22]=[CH:21][C:7]([CH2:8][NH:9][S:10]([NH:13][C:14](=[O:20])[O:15][C:16]([CH3:19])([CH3:18])[CH3:17])(=[O:12])=[O:11])=[CH:6][CH:5]=1)([O-])=O, predict the reaction product. The product is: [NH2:1][C:4]1[CH:22]=[CH:21][C:7]([CH2:8][NH:9][S:10]([NH:13][C:14](=[O:20])[O:15][C:16]([CH3:18])([CH3:19])[CH3:17])(=[O:12])=[O:11])=[CH:6][CH:5]=1.